Dataset: Full USPTO retrosynthesis dataset with 1.9M reactions from patents (1976-2016). Task: Predict the reactants needed to synthesize the given product. (1) Given the product [CH2:17]([O:10][C:9]1[CH:8]=[CH:7][C:4]([C:5]#[N:6])=[CH:3][C:2]=1[OH:1])[C:18]1[CH:23]=[CH:22][CH:21]=[CH:20][CH:19]=1, predict the reactants needed to synthesize it. The reactants are: [OH:1][C:2]1[CH:3]=[C:4]([CH:7]=[CH:8][C:9]=1[OH:10])[C:5]#[N:6].C(=O)([O-])[O-].[K+].[K+].[CH2:17](Br)[C:18]1[CH:23]=[CH:22][CH:21]=[CH:20][CH:19]=1. (2) Given the product [CH3:1][O:2][C:3](=[O:29])[C@H:4]([CH2:13][C:14]1[CH:15]=[CH:16][C:17]([C:20]2[C:21](=[O:28])[N:22]([CH3:27])[CH:23]=[C:24]([Cl:26])[CH:25]=2)=[CH:18][CH:19]=1)[NH2:5], predict the reactants needed to synthesize it. The reactants are: [CH3:1][O:2][C:3](=[O:29])[C@H:4]([CH2:13][C:14]1[CH:19]=[CH:18][C:17]([C:20]2[C:21](=[O:28])[N:22]([CH3:27])[CH:23]=[C:24]([Cl:26])[CH:25]=2)=[CH:16][CH:15]=1)[NH:5]C(OC(C)(C)C)=O.